This data is from NCI-60 drug combinations with 297,098 pairs across 59 cell lines. The task is: Regression. Given two drug SMILES strings and cell line genomic features, predict the synergy score measuring deviation from expected non-interaction effect. (1) Drug 1: CC1C(C(CC(O1)OC2CC(CC3=C2C(=C4C(=C3O)C(=O)C5=C(C4=O)C(=CC=C5)OC)O)(C(=O)C)O)N)O.Cl. Drug 2: CCC1(CC2CC(C3=C(CCN(C2)C1)C4=CC=CC=C4N3)(C5=C(C=C6C(=C5)C78CCN9C7C(C=CC9)(C(C(C8N6C)(C(=O)OC)O)OC(=O)C)CC)OC)C(=O)OC)O.OS(=O)(=O)O. Cell line: HCC-2998. Synergy scores: CSS=39.5, Synergy_ZIP=-3.78, Synergy_Bliss=-0.0885, Synergy_Loewe=-8.41, Synergy_HSA=-0.0718. (2) Drug 1: CC1CCC2CC(C(=CC=CC=CC(CC(C(=O)C(C(C(=CC(C(=O)CC(OC(=O)C3CCCCN3C(=O)C(=O)C1(O2)O)C(C)CC4CCC(C(C4)OC)O)C)C)O)OC)C)C)C)OC. Drug 2: CS(=O)(=O)CCNCC1=CC=C(O1)C2=CC3=C(C=C2)N=CN=C3NC4=CC(=C(C=C4)OCC5=CC(=CC=C5)F)Cl. Cell line: NCI-H522. Synergy scores: CSS=17.3, Synergy_ZIP=-2.76, Synergy_Bliss=2.50, Synergy_Loewe=1.46, Synergy_HSA=2.92. (3) Drug 1: CC1=C(C=C(C=C1)NC2=NC=CC(=N2)N(C)C3=CC4=NN(C(=C4C=C3)C)C)S(=O)(=O)N.Cl. Drug 2: CN(C)N=NC1=C(NC=N1)C(=O)N. Cell line: SW-620. Synergy scores: CSS=-2.85, Synergy_ZIP=8.89, Synergy_Bliss=7.56, Synergy_Loewe=-2.35, Synergy_HSA=-4.46. (4) Drug 1: C1=CC(=CC=C1CCCC(=O)O)N(CCCl)CCCl. Drug 2: CC1=C2C(C(=O)C3(C(CC4C(C3C(C(C2(C)C)(CC1OC(=O)C(C(C5=CC=CC=C5)NC(=O)C6=CC=CC=C6)O)O)OC(=O)C7=CC=CC=C7)(CO4)OC(=O)C)O)C)OC(=O)C. Cell line: HCT116. Synergy scores: CSS=47.9, Synergy_ZIP=-3.43, Synergy_Bliss=-7.93, Synergy_Loewe=-11.1, Synergy_HSA=-5.78. (5) Synergy scores: CSS=28.8, Synergy_ZIP=-3.10, Synergy_Bliss=2.53, Synergy_Loewe=-29.3, Synergy_HSA=1.18. Cell line: COLO 205. Drug 1: C1CN1P(=S)(N2CC2)N3CC3. Drug 2: CC(C)NC(=O)C1=CC=C(C=C1)CNNC.Cl. (6) Drug 1: C1=NC2=C(N=C(N=C2N1C3C(C(C(O3)CO)O)O)F)N. Drug 2: CC1=C(C(=O)C2=C(C1=O)N3CC4C(C3(C2COC(=O)N)OC)N4)N. Cell line: OVCAR3. Synergy scores: CSS=17.1, Synergy_ZIP=1.96, Synergy_Bliss=9.71, Synergy_Loewe=-13.8, Synergy_HSA=3.93.